From a dataset of Full USPTO retrosynthesis dataset with 1.9M reactions from patents (1976-2016). Predict the reactants needed to synthesize the given product. (1) Given the product [Br:1][CH2:4][C:3]([C:6]1[O:7][C:8]([CH3:11])=[CH:9][CH:10]=1)=[O:5], predict the reactants needed to synthesize it. The reactants are: [Br:1]Br.[C:3]([C:6]1[O:7][C:8]([CH3:11])=[CH:9][CH:10]=1)(=[O:5])[CH3:4].[Cl-].[NH4+]. (2) Given the product [C:24]([NH:27][C:28]1[N:29]=[CH:30][C:31]([C:2]#[C:1][C:3]2[CH:4]=[C:5]([NH:9][C:10]([N:12]3[CH2:16][CH2:15][N:14]([C:17]4[CH:22]=[CH:21][CH:20]=[CH:19][CH:18]=4)[C:13]3=[O:23])=[O:11])[CH:6]=[CH:7][CH:8]=2)=[CH:32][CH:33]=1)(=[O:26])[CH3:25], predict the reactants needed to synthesize it. The reactants are: [C:1]([C:3]1[CH:4]=[C:5]([NH:9][C:10]([N:12]2[CH2:16][CH2:15][N:14]([C:17]3[CH:22]=[CH:21][CH:20]=[CH:19][CH:18]=3)[C:13]2=[O:23])=[O:11])[CH:6]=[CH:7][CH:8]=1)#[CH:2].[C:24]([NH:27][C:28]1[CH:33]=[CH:32][C:31](Br)=[CH:30][N:29]=1)(=[O:26])[CH3:25].C(N(CC)CC)C. (3) Given the product [CH2:7]([C:2]1[N:24]=[N:23][C:22]([C:15]2[C:16]3[C:17](=[N:18][CH:19]=[CH:30][CH:21]=3)[N:13]([CH2:12][C:11]3[CH:26]=[CH:27][CH:28]=[CH:29][C:10]=3[F:9])[N:14]=2)=[N:25][C:3]=1[OH:4])[CH3:8], predict the reactants needed to synthesize it. The reactants are: O=[C:2]([CH2:7][CH3:8])[C:3](OC)=[O:4].[F:9][C:10]1[CH:29]=[CH:28][CH:27]=[CH:26][C:11]=1[CH2:12][N:13]1[C:17]2=[N:18][CH:19]=N[CH:21]=[C:16]2[C:15]([C:22](=[NH:25])[NH:23][NH2:24])=[N:14]1.[CH2:30](O)C. (4) Given the product [CH3:10][N:9]1[CH:7]2[CH2:6][CH2:5][CH:4]1[CH2:3][CH:2]([NH:1][C:26]([C:22]1[CH:23]=[CH:24][CH:25]=[C:19]3[O:18][C:17]([C:11]4[CH:16]=[CH:15][CH:14]=[CH:13][CH:12]=4)=[N:21][C:20]=13)=[O:27])[CH2:8]2, predict the reactants needed to synthesize it. The reactants are: [NH2:1][CH:2]1[CH2:8][CH:7]2[N:9]([CH3:10])[CH:4]([CH2:5][CH2:6]2)[CH2:3]1.[C:11]1([C:17]2[O:18][C:19]3[C:20](=[C:22]([C:26](O)=[O:27])[CH:23]=[CH:24][CH:25]=3)[N:21]=2)[CH:16]=[CH:15][CH:14]=[CH:13][CH:12]=1. (5) Given the product [CH2:3]([O:5][C:6]([C:8]1[C:17](=[O:18])[C:16]2[C:11](=[CH:12][C:13]([Br:20])=[C:14]([F:19])[CH:15]=2)[N:10]([CH:21]2[CH2:22][CH2:23]2)[C:9]=1[SH:24])=[O:7])[CH3:4], predict the reactants needed to synthesize it. The reactants are: S.[Na].[CH2:3]([O:5][C:6]([C:8]1[C:17](=[O:18])[C:16]2[C:11](=[CH:12][C:13]([Br:20])=[C:14]([F:19])[CH:15]=2)[N:10]([CH:21]2[CH2:23][CH2:22]2)[C:9]=1[S:24]C)=[O:7])[CH3:4].Cl.